From a dataset of Forward reaction prediction with 1.9M reactions from USPTO patents (1976-2016). Predict the product of the given reaction. (1) Given the reactants [Cl:1][C:2]1[CH:27]=[CH:26][C:5]([CH2:6][N:7]2[C:15]3[C:10](=[CH:11][C:12]([CH:16]=[C:17]4[S:21][C:20](SCC)=[N:19][C:18]4=[O:25])=[CH:13][CH:14]=3)[CH:9]=[N:8]2)=[C:4]([C:28]([F:31])([F:30])[F:29])[CH:3]=1.[C:32]([O:36][C:37]([N:39]1[CH2:44][CH2:43][NH:42][CH2:41][C@H:40]1[CH2:45][O:46][CH3:47])=[O:38])([CH3:35])([CH3:34])[CH3:33], predict the reaction product. The product is: [C:32]([O:36][C:37]([N:39]1[CH2:44][CH2:43][N:42]([C:20]2[S:21][C:17](=[CH:16][C:12]3[CH:11]=[C:10]4[C:15](=[CH:14][CH:13]=3)[N:7]([CH2:6][C:5]3[CH:26]=[CH:27][C:2]([Cl:1])=[CH:3][C:4]=3[C:28]([F:31])([F:29])[F:30])[N:8]=[CH:9]4)[C:18](=[O:25])[N:19]=2)[CH2:41][C@H:40]1[CH2:45][O:46][CH3:47])=[O:38])([CH3:35])([CH3:34])[CH3:33]. (2) Given the reactants [CH:1]([CH:4]1[CH2:9][CH2:8][NH:7][CH2:6][CH2:5]1)([CH3:3])[CH3:2].BrCC[C:13]1[CH:23]=[CH:22][CH:21]=[C:15]2[C:16]([NH:18][C:19](=[O:20])[C:14]=12)=[O:17].C(=O)([O-])[O-].[K+].[K+].[C:30](#N)[CH3:31], predict the reaction product. The product is: [CH:1]([CH:4]1[CH2:9][CH2:8][N:7]([CH2:30][CH2:31][N:18]2[C:19](=[O:20])[C:14]3[C:15](=[CH:21][CH:22]=[CH:23][CH:13]=3)[C:16]2=[O:17])[CH2:6][CH2:5]1)([CH3:3])[CH3:2].